This data is from Full USPTO retrosynthesis dataset with 1.9M reactions from patents (1976-2016). The task is: Predict the reactants needed to synthesize the given product. (1) Given the product [ClH:54].[CH:1]1[C:13]2[CH:12]([CH2:14][O:15][C:16](=[O:53])[NH:17][C@H:18]3[CH2:22][C@@H:21]([C:23](=[O:35])[NH:24][C@H:25]4[C:34]5[C:29](=[CH:30][CH:31]=[CH:32][CH:33]=5)[CH2:28][CH2:27][CH2:26]4)[N:20]([C:36](=[O:52])[C@@H:37]([NH2:44])[CH:38]4[CH2:43][CH2:42][CH2:41][CH2:40][CH2:39]4)[CH2:19]3)[C:11]3[C:6](=[CH:7][CH:8]=[CH:9][CH:10]=3)[C:5]=2[CH:4]=[CH:3][CH:2]=1, predict the reactants needed to synthesize it. The reactants are: [CH:1]1[C:13]2[CH:12]([CH2:14][O:15][C:16](=[O:53])[NH:17][C@H:18]3[CH2:22][C@@H:21]([C:23](=[O:35])[NH:24][C@H:25]4[C:34]5[C:29](=[CH:30][CH:31]=[CH:32][CH:33]=5)[CH2:28][CH2:27][CH2:26]4)[N:20]([C:36](=[O:52])[C@@H:37]([NH:44]C(OC(C)(C)C)=O)[CH:38]4[CH2:43][CH2:42][CH2:41][CH2:40][CH2:39]4)[CH2:19]3)[C:11]3[C:6](=[CH:7][CH:8]=[CH:9][CH:10]=3)[C:5]=2[CH:4]=[CH:3][CH:2]=1.[ClH:54]. (2) Given the product [CH3:33][N:29]1[C:28]2[CH:34]=[CH:35][C:25]([NH:24][C:11]([C:9]3[N:8]([CH2:16][C:17]4[CH:22]=[CH:21][CH:20]=[C:19]([F:23])[CH:18]=4)[C:5]4=[CH:6][N:7]=[C:2]([F:1])[CH:3]=[C:4]4[CH:10]=3)=[O:12])=[CH:26][C:27]=2[N:31]=[C:30]1[CH3:32], predict the reactants needed to synthesize it. The reactants are: [F:1][C:2]1[CH:3]=[C:4]2[CH:10]=[C:9]([C:11](OCC)=[O:12])[N:8]([CH2:16][C:17]3[CH:22]=[CH:21][CH:20]=[C:19]([F:23])[CH:18]=3)[C:5]2=[CH:6][N:7]=1.[NH2:24][C:25]1[CH:35]=[CH:34][C:28]2[N:29]([CH3:33])[C:30]([CH3:32])=[N:31][C:27]=2[CH:26]=1. (3) The reactants are: Br[C:2]([CH3:9])([CH3:8])[C:3]([O:5][CH2:6][CH3:7])=[O:4].[C:10]([O-:13])(=[S:12])[CH3:11].[K+]. Given the product [CH2:6]([O:5][C:3](=[O:4])[C:2]([S:12][C:10](=[O:13])[CH3:11])([CH3:9])[CH3:8])[CH3:7], predict the reactants needed to synthesize it. (4) Given the product [NH2:22][C:17]1[CH:18]=[CH:19][CH:20]=[CH:21][C:16]=1[NH:15][C:13]([C:9]1[CH:8]=[C:7]2[C:12](=[CH:11][CH:10]=1)[CH:4]([N:3]([CH2:1][CH3:2])[CH2:30][CH2:31][C:32]1[C:40]3[C:35](=[CH:36][CH:37]=[CH:38][CH:39]=3)[NH:34][CH:33]=1)[CH2:5][CH2:6]2)=[O:14], predict the reactants needed to synthesize it. The reactants are: [CH2:1]([N:3]([CH2:30][CH2:31][C:32]1[C:40]2[C:35](=[CH:36][CH:37]=[CH:38][CH:39]=2)[NH:34][CH:33]=1)[CH:4]1[C:12]2[C:7](=[CH:8][C:9]([C:13]([NH:15][C:16]3[CH:21]=[CH:20][CH:19]=[CH:18][C:17]=3[NH:22]C(=O)OC(C)(C)C)=[O:14])=[CH:10][CH:11]=2)[CH2:6][CH2:5]1)[CH3:2].C(O)(C(F)(F)F)=O.